Dataset: Reaction yield outcomes from USPTO patents with 853,638 reactions. Task: Predict the reaction yield, written as a fraction of the theoretical maximum amount of product (1.0 means a 100% yield; for example, 0.34 means a 34% yield). (1) The product is [Cl:1][C:2]1[CH:9]=[C:8]([O:10][CH3:11])[C:5]2[CH:6]=[C:25]([C:26](=[O:28])[CH3:27])[O:12][C:4]=2[CH:3]=1. No catalyst specified. The reactants are [Cl:1][C:2]1[CH:9]=[C:8]([O:10][CH3:11])[C:5]([CH:6]=O)=[C:4]([OH:12])[CH:3]=1.CN(C)C=O.C(=O)([O-])[O-].[Cs+].[Cs+].Cl[CH2:25][C:26](=[O:28])[CH3:27]. The yield is 0.660. (2) The product is [Cl:12][C:2]1[CH:7]=[CH:6][N:5]=[CH:4][C:3]=1[N+:8]([O-:10])=[O:9]. The reactants are O[C:2]1[CH:7]=[CH:6][N:5]=[CH:4][C:3]=1[N+:8]([O-:10])=[O:9].P(Cl)(Cl)(Cl)(Cl)[Cl:12]. The catalyst is P(Cl)(Cl)(Cl)=O. The yield is 0.990. (3) The yield is 0.780. The product is [CH3:1][S:2][CH2:3][CH2:4][O:5][CH:9]([CH3:13])[C:10]([OH:12])=[O:11]. The reactants are [CH3:1][S:2][CH2:3][CH2:4][OH:5].[H-].[Na+].Br[CH:9]([CH3:13])[C:10]([OH:12])=[O:11]. No catalyst specified. (4) The reactants are [NH2:1][C@:2]12[CH2:37][CH2:36][C@@H:35]([C:38]([CH3:40])=[CH2:39])[C@@H:3]1[C@@H:4]1[C@@:17]([CH3:20])([CH2:18][CH2:19]2)[C@@:16]2([CH3:21])[C@@H:7]([C@:8]3([CH3:34])[C@@H:13]([CH2:14][CH2:15]2)[C:12]([CH3:23])([CH3:22])[C:11]([C:24]2[CH:33]=[CH:32][C:27]([C:28]([O:30]C)=[O:29])=[CH:26][CH:25]=2)=[CH:10][CH2:9]3)[CH2:6][CH2:5]1.CN(C)CCC(N[C@]12CC[C@@H](C(C)=C)[C@@H]1[C@@H]1[C@@](C)(CC2)[C@@]2(C)[C@@H]([C@]3(C)[C@@H](CC2)C(C)(C)C(C2C=CC(C(O)=O)=CC=2)=CC3)CC1)=O.[C:87]([O:91][C:92]([N:94]1[CH2:98][C:97]([F:100])([F:99])[CH2:96][C@H:95]1[C:101]([OH:103])=O)=[O:93])([CH3:90])([CH3:89])[CH3:88]. No catalyst specified. The product is [C:87]([O:91][C:92]([N:94]1[CH2:98][C:97]([F:99])([F:100])[CH2:96][C@H:95]1[C:101]([NH:1][C@:2]12[CH2:37][CH2:36][C@@H:35]([C:38]([CH3:40])=[CH2:39])[C@@H:3]1[C@@H:4]1[C@@:17]([CH3:20])([CH2:18][CH2:19]2)[C@@:16]2([CH3:21])[C@@H:7]([C@:8]3([CH3:34])[C@@H:13]([CH2:14][CH2:15]2)[C:12]([CH3:23])([CH3:22])[C:11]([C:24]2[CH:25]=[CH:26][C:27]([C:28]([OH:30])=[O:29])=[CH:32][CH:33]=2)=[CH:10][CH2:9]3)[CH2:6][CH2:5]1)=[O:103])=[O:93])([CH3:88])([CH3:89])[CH3:90]. The yield is 0.290. (5) The reactants are [NH2:1][C:2]1[S:3][C:4]([CH3:16])=[C:5]([CH3:15])[C:6]=1[C:7]([C:9]1[CH:14]=[CH:13][CH:12]=[CH:11][CH:10]=1)=O.[CH3:17][C:18](=O)[CH2:19][C:20](=[O:22])[CH3:21]. The catalyst is C(O)(=O)C.S(=O)(=O)(O)O. The product is [CH3:16][C:4]1[S:3][C:2]2=[N:1][C:18]([CH3:17])=[C:19]([C:20](=[O:22])[CH3:21])[C:7]([C:9]3[CH:14]=[CH:13][CH:12]=[CH:11][CH:10]=3)=[C:6]2[C:5]=1[CH3:15]. The yield is 0.110. (6) The reactants are [Cl:1][C:2]1[C:3]([O:12][C:13]2[CH:18]=[C:17]([O:19][CH2:20][CH2:21][O:22][CH3:23])[CH:16]=[CH:15][C:14]=2[CH2:24][CH2:25][CH2:26][OH:27])=[N:4][CH:5]=[C:6]([C:8]([F:11])([F:10])[F:9])[CH:7]=1.C(N(CC)C(C)C)(C)C.[Cl:37][C:38]1[CH:43]=[CH:42][C:41]([S:44]([N:47]=[C:48]=[O:49])(=[O:46])=[O:45])=[CH:40][CH:39]=1.C(OC(=O)C)(=O)C.C(=O)([O-])O.[Na+]. The catalyst is C(#N)C.C(OCC)(=O)C.N1C=CC=CC=1. The product is [Cl:37][C:38]1[CH:39]=[CH:40][C:41]([S:44]([NH:47][C:48](=[O:49])[O:27][CH2:26][CH2:25][CH2:24][C:14]2[CH:15]=[CH:16][C:17]([O:19][CH2:20][CH2:21][O:22][CH3:23])=[CH:18][C:13]=2[O:12][C:3]2[C:2]([Cl:1])=[CH:7][C:6]([C:8]([F:9])([F:11])[F:10])=[CH:5][N:4]=2)(=[O:45])=[O:46])=[CH:42][CH:43]=1. The yield is 0.260. (7) The reactants are C=O.[NH:3]1[CH2:8][CH2:7][CH:6]([C:9]2[CH:14]=[CH:13][C:12]([NH:15][C:16]3[N:21]=[C:20]([CH2:22][CH2:23][C:24]4[C:29]([CH2:30][C:31]([NH2:33])=[O:32])=[CH:28][CH:27]=[CH:26][N:25]=4)[C:19]([C:34]([F:37])([F:36])[F:35])=[CH:18][N:17]=3)=[CH:11][CH:10]=2)[CH2:5][CH2:4]1.[C:38](O[BH-](OC(=O)C)OC(=O)C)(=O)C.[Na+]. The catalyst is CO.C(Cl)Cl. The product is [CH3:38][N:3]1[CH2:8][CH2:7][CH:6]([C:9]2[CH:14]=[CH:13][C:12]([NH:15][C:16]3[N:21]=[C:20]([CH2:22][CH2:23][C:24]4[C:29]([CH2:30][C:31]([NH2:33])=[O:32])=[CH:28][CH:27]=[CH:26][N:25]=4)[C:19]([C:34]([F:37])([F:35])[F:36])=[CH:18][N:17]=3)=[CH:11][CH:10]=2)[CH2:5][CH2:4]1. The yield is 0.720. (8) The reactants are N.Br.[CH2:3]([NH:6][C@@H:7]1[C:15]2[C:10](=[CH:11][CH:12]=[CH:13][CH:14]=2)[CH2:9][CH:8]1[Br:16])[CH:4]=[CH2:5].Br.[CH2:18]([NH:21][C@H:22]1[C:30]2[C:25](=[CH:26][CH:27]=[CH:28][CH:29]=2)[CH:24]([Br:31])[CH2:23]1)[CH:19]=[CH2:20].C#CCN[C@H]1C2C=CC=CC=2CC1. The catalyst is Br.O. The product is [CH2:3]([NH:6][C@@H:7]1[C:15]2[C:10](=[CH:11][CH:12]=[CH:13][CH:14]=2)[CH2:9][CH:8]1[Br:16])[CH:4]=[CH2:5].[CH2:18]([NH:21][C@H:22]1[C:30]2[C:25](=[CH:26][CH:27]=[CH:28][CH:29]=2)[CH:24]([Br:31])[CH2:23]1)[CH:19]=[CH2:20]. The yield is 0.150. (9) The reactants are C(OC([N:11]1[CH2:15][C@@H:14](NC(OCC2C=CC=CC=2)=O)[CH2:13][C@H:12]1[CH2:27][OH:28])=O)C1C=CC=CC=1.[C:29]([Cl:32])(=[O:31])C.C[OH:34]. The catalyst is CCOCC. The product is [ClH:32].[CH3:29][O:31][C:27](=[O:28])[C@@H:12]1[C@@H:13]([OH:34])[CH2:14][CH2:15][NH:11]1. The yield is 0.910. (10) The reactants are O[C:2]1[C:3]([C:11]2([CH2:32][OH:33])[C:19]3[C:14](=[CH:15][CH:16]=[CH:17][CH:18]=3)[N:13]([CH2:20][C:21]3[CH:30]=[CH:29][C:24]([C:25]([O:27][CH3:28])=[O:26])=[CH:23][CH:22]=3)[C:12]2=[O:31])=[CH:4][C:5]2[O:9][CH2:8][O:7][C:6]=2[CH:10]=1.C1(CCN2C3C(=CC=CC=3)C(C3C(O)=CC4OCOC=4C=3)(CO)C2=O)CC1. No catalyst specified. The product is [O:31]=[C:12]1[C:11]2([C:3]3=[CH:4][C:5]4[O:9][CH2:8][O:7][C:6]=4[CH:10]=[C:2]3[O:33][CH2:32]2)[C:19]2[C:14](=[CH:15][CH:16]=[CH:17][CH:18]=2)[N:13]1[CH2:20][C:21]1[CH:22]=[CH:23][C:24]([C:25]([O:27][CH3:28])=[O:26])=[CH:29][CH:30]=1. The yield is 0.870.